From a dataset of Catalyst prediction with 721,799 reactions and 888 catalyst types from USPTO. Predict which catalyst facilitates the given reaction. Reactant: C[O:2][C:3](=[O:19])[C:4]1[CH:9]=[C:8]([S:10]([CH3:13])(=[O:12])=[O:11])[N:7]=[C:6]([NH:14][C@H:15]([CH2:17][CH3:18])[CH3:16])[CH:5]=1.[OH-].[Li+].Cl. Product: [C@@H:15]([NH:14][C:6]1[CH:5]=[C:4]([CH:9]=[C:8]([S:10]([CH3:13])(=[O:12])=[O:11])[N:7]=1)[C:3]([OH:19])=[O:2])([CH2:17][CH3:18])[CH3:16]. The catalyst class is: 1.